From a dataset of Catalyst prediction with 721,799 reactions and 888 catalyst types from USPTO. Predict which catalyst facilitates the given reaction. Product: [CH3:29][O:28][C:26]([C:25]1[N:21]=[C:20]([CH2:19][C:14]2[CH:15]=[CH:16][CH:17]=[CH:18][C:13]=2[C:8]2[CH:9]=[CH:10][CH:11]=[CH:12][C:7]=2[CH3:6])[NH:22][C:30](=[O:32])[C:24]=1[OH:4])=[O:27]. Reactant: Cl.NO.[OH-:4].[K+].[CH3:6][C:7]1[CH:12]=[CH:11][CH:10]=[CH:9][C:8]=1[C:13]1[CH:18]=[CH:17][CH:16]=[CH:15][C:14]=1[CH2:19][C:20]#[N:21].[NH2:22]O.[C:24]([C:30]([O:32]C)=O)#[C:25][C:26]([O:28][CH3:29])=[O:27]. The catalyst class is: 5.